This data is from Reaction yield outcomes from USPTO patents with 853,638 reactions. The task is: Predict the reaction yield, written as a fraction of the theoretical maximum amount of product (1.0 means a 100% yield; for example, 0.34 means a 34% yield). (1) The reactants are C(NCC=O)(OC[CH:5]1[C:17]2[C:12](=[CH:13][CH:14]=[CH:15][CH:16]=2)C2C1=CC=CC=2)=O.[H-].[Na+].S(N1[CH:38]=[CH:37][N:36]=[CH:35]1)(C1C=CC(C)=CC=1)(=O)=O.[O:39]1CCC[CH2:40]1. No catalyst specified. The product is [CH2:5]([N:36]1[CH2:37][CH2:38][O:39][CH2:40][CH2:35]1)[C:17]1[CH:12]=[CH:13][CH:14]=[CH:15][CH:16]=1. The yield is 0.630. (2) The reactants are [NH2:1][C:2]1[CH:3]=[CH:4][C:5]([F:36])=[C:6]([C@:8]2([CH3:35])[C@H:14]3[C@:12]([C:15]([O:17][CH3:18])=[O:16])([CH2:13]3)[S:11][C:10]([N:19]([C:28]([O:30][C:31]([CH3:34])([CH3:33])[CH3:32])=[O:29])[CH2:20][O:21][CH2:22][CH2:23][Si:24]([CH3:27])([CH3:26])[CH3:25])=[N:9]2)[CH:7]=1.[F:37][C:38]([F:51])([F:50])[CH2:39][O:40][C:41]1[N:42]=[CH:43][C:44]([C:47](O)=[O:48])=[N:45][CH:46]=1.CN(C(ON1N=NC2C=CC=NC1=2)=[N+](C)C)C.F[P-](F)(F)(F)(F)F.CCOC(C)=O.CCCCCCC. The catalyst is CN(C=O)C.O. The product is [C:31]([O:30][C:28]([N:19]([CH2:20][O:21][CH2:22][CH2:23][Si:24]([CH3:26])([CH3:25])[CH3:27])[C:10]1[S:11][C@:12]2([C:15]([O:17][CH3:18])=[O:16])[C@H:14]([C@:8]([C:6]3[CH:7]=[C:2]([NH:1][C:47]([C:44]4[CH:43]=[N:42][C:41]([O:40][CH2:39][C:38]([F:50])([F:51])[F:37])=[CH:46][N:45]=4)=[O:48])[CH:3]=[CH:4][C:5]=3[F:36])([CH3:35])[N:9]=1)[CH2:13]2)=[O:29])([CH3:32])([CH3:34])[CH3:33]. The yield is 0.880. (3) The reactants are [CH3:1][C:2]1[C:6]([CH3:7])=[C:5]([NH:8][C:9](=[O:16])OCC(Cl)(Cl)Cl)[O:4][N:3]=1.[F:17][C:18]1[CH:23]=[C:22]([F:24])[CH:21]=[CH:20][C:19]=1[C:25]1[N:30]=[C:29]([N:31]2[CH2:36][CH2:35][NH:34][CH2:33][CH2:32]2)[CH:28]=[CH:27][CH:26]=1. No catalyst specified. The product is [F:17][C:18]1[CH:23]=[C:22]([F:24])[CH:21]=[CH:20][C:19]=1[C:25]1[N:30]=[C:29]([N:31]2[CH2:32][CH2:33][N:34]([C:9]([NH:8][C:5]3[O:4][N:3]=[C:2]([CH3:1])[C:6]=3[CH3:7])=[O:16])[CH2:35][CH2:36]2)[CH:28]=[CH:27][CH:26]=1. The yield is 0.620. (4) The reactants are [CH2:1]([N:8]([CH2:27][C:28]1[CH:33]=[CH:32][CH:31]=[CH:30][CH:29]=1)[C@@H:9]([CH2:20][C:21]1[CH:26]=[CH:25][CH:24]=[CH:23][CH:22]=1)[C@@H:10]([CH:12]1[NH:18][C:17](=O)[CH:16]=[CH:15][CH2:14][CH2:13]1)[OH:11])[C:2]1[CH:7]=[CH:6][CH:5]=[CH:4][CH:3]=1.C(O)(=O)CC(CC(O)=O)(C(O)=O)O.C(OCC)(=O)C. The catalyst is C1COCC1.C(OCC)C. The product is [NH:18]1[CH2:17][CH2:16][CH2:15][CH2:14][CH2:13][CH:12]1[C@@H:10]([OH:11])[C@@H:9]([N:8]([CH2:1][C:2]1[CH:7]=[CH:6][CH:5]=[CH:4][CH:3]=1)[CH2:27][C:28]1[CH:29]=[CH:30][CH:31]=[CH:32][CH:33]=1)[CH2:20][C:21]1[CH:26]=[CH:25][CH:24]=[CH:23][CH:22]=1. The yield is 0.400. (5) The reactants are [Cl:1][C:2]1[C:7]([CH:8]2[CH2:10][CH2:9]2)=[CH:6][C:5]([NH:11][CH2:12][C:13]([O:15]CC)=[O:14])=[C:4]([OH:18])[CH:3]=1.O1CCCC1.O[Li].O.Cl. The catalyst is O. The product is [Cl:1][C:2]1[C:7]([CH:8]2[CH2:10][CH2:9]2)=[CH:6][C:5]([NH:11][CH2:12][C:13]([OH:15])=[O:14])=[C:4]([OH:18])[CH:3]=1. The yield is 0.470.